Dataset: CYP2C19 inhibition data for predicting drug metabolism from PubChem BioAssay. Task: Regression/Classification. Given a drug SMILES string, predict its absorption, distribution, metabolism, or excretion properties. Task type varies by dataset: regression for continuous measurements (e.g., permeability, clearance, half-life) or binary classification for categorical outcomes (e.g., BBB penetration, CYP inhibition). Dataset: cyp2c19_veith. The drug is CC(C)(C)C(=O)Nc1ccc2c(c1)-c1cc(NC(=O)C(C)(C)C)ccc1C2. The result is 0 (non-inhibitor).